Dataset: Retrosynthesis with 50K atom-mapped reactions and 10 reaction types from USPTO. Task: Predict the reactants needed to synthesize the given product. (1) The reactants are: CC(C)(C)CCC1(C(O)c2csc3ccc(F)cc23)CCN(C(=O)OC(C)(C)C)C1. Given the product CC(C)(C)CCC1(C(=O)c2csc3ccc(F)cc23)CCN(C(=O)OC(C)(C)C)C1, predict the reactants needed to synthesize it. (2) Given the product O=CNc1nc(Cl)cc(Cl)n1, predict the reactants needed to synthesize it. The reactants are: Nc1nc(Cl)cc(Cl)n1.O=CO. (3) Given the product CCN(CC)CCCNc1nc(-c2ccc(C(=O)O)cc2)c2ccc(=O)n(-c3c(F)cccc3F)c2n1, predict the reactants needed to synthesize it. The reactants are: CC1(C)OB(c2ccc(C(=O)O)cc2)OC1(C)C.CCN(CC)CCCNc1nc(Cl)c2ccc(=O)n(-c3c(F)cccc3F)c2n1. (4) Given the product COc1ccc(OC)c(S(=O)(=O)Nc2cnc3ccc(CO)cc3c2)c1, predict the reactants needed to synthesize it. The reactants are: COC(=O)c1ccc2ncc(NS(=O)(=O)c3cc(OC)ccc3OC)cc2c1. (5) Given the product Cc1ccc(CN(NC(=O)COCc2ccccc2)C(N)=O)cc1, predict the reactants needed to synthesize it. The reactants are: Cc1ccc(CN(N)C(N)=O)cc1.O=C(Cl)COCc1ccccc1. (6) Given the product O=C(Nc1nc(-c2ccco2)c(N2CCOCC2)s1)c1cccnc1, predict the reactants needed to synthesize it. The reactants are: Nc1nc(-c2ccco2)c(N2CCOCC2)s1.O=C(Cl)c1cccnc1. (7) The reactants are: CN1CCNCC1.COC(=O)Cn1c(=O)sc2ncc(Cl)cc21. Given the product CN1CCN(C(=O)Cn2c(=O)sc3ncc(Cl)cc32)CC1, predict the reactants needed to synthesize it. (8) The reactants are: Cc1ccc(S(=O)(=O)Cl)cc1.Nc1nc(=O)n([C@H]2C[C@H](O)[C@@H](CO)O2)cc1I. Given the product Cc1ccc(S(=O)(=O)OC[C@H]2O[C@@H](n3cc(I)c(N)nc3=O)C[C@@H]2O)cc1, predict the reactants needed to synthesize it.